This data is from Catalyst prediction with 721,799 reactions and 888 catalyst types from USPTO. The task is: Predict which catalyst facilitates the given reaction. (1) Reactant: C([O:3][C:4]([C:6]1[N:7]([CH3:15])[N:8]=[C:9]([C:11]([CH3:14])([CH3:13])[CH3:12])[N:10]=1)=[O:5])C.CO.[OH-].[Na+:19]. Product: [Na+:19].[C:11]([C:9]1[N:10]=[C:6]([C:4]([O-:5])=[O:3])[N:7]([CH3:15])[N:8]=1)([CH3:14])([CH3:12])[CH3:13]. The catalyst class is: 1. (2) Reactant: [CH:1]1([CH:6]([NH:24][C:25]2[CH:33]=[CH:32][C:28]([C:29](O)=[O:30])=[CH:27][N:26]=2)[C:7]2[CH:12]=[C:11]([CH3:13])[C:10]([N:14]3[CH:18]=[C:17]([C:19]([F:22])([F:21])[F:20])[CH:16]=[N:15]3)=[C:9]([CH3:23])[CH:8]=2)[CH2:5][CH2:4][CH2:3][CH2:2]1.Cl.[CH2:35]([O:37][C:38](=[O:42])[CH2:39][CH2:40][NH2:41])[CH3:36].ON1C2N=CC=CC=2N=N1.C(N(CC)CC)C.Cl.CN(C)CCCN=C=NCC. Product: [CH:1]1([CH:6]([NH:24][C:25]2[CH:33]=[CH:32][C:28]([C:29]([NH:41][CH2:40][CH2:39][C:38]([O:37][CH2:35][CH3:36])=[O:42])=[O:30])=[CH:27][N:26]=2)[C:7]2[CH:12]=[C:11]([CH3:13])[C:10]([N:14]3[CH:18]=[C:17]([C:19]([F:21])([F:20])[F:22])[CH:16]=[N:15]3)=[C:9]([CH3:23])[CH:8]=2)[CH2:5][CH2:4][CH2:3][CH2:2]1. The catalyst class is: 4.